This data is from Forward reaction prediction with 1.9M reactions from USPTO patents (1976-2016). The task is: Predict the product of the given reaction. (1) The product is: [C:26]([CH2:25][C:21]1([NH:20][C:17]([C:7]2[CH:6]=[CH:5][C:4]([CH:1]3[CH2:2][CH2:3]3)=[C:9]([S:10]([CH2:13][CH:14]([CH3:15])[CH3:16])(=[O:11])=[O:12])[N:8]=2)=[O:19])[CH2:24][O:23][CH2:22]1)(=[O:27])[NH2:28]. Given the reactants [CH:1]1([C:4]2[CH:5]=[CH:6][C:7]([C:17]([OH:19])=O)=[N:8][C:9]=2[S:10]([CH2:13][CH:14]([CH3:16])[CH3:15])(=[O:12])=[O:11])[CH2:3][CH2:2]1.[NH2:20][C:21]1([CH2:25][C:26]([NH2:28])=[O:27])[CH2:24][O:23][CH2:22]1.CN(C(ON1N=NC2C=CC=CC1=2)=[N+](C)C)C.[B-](F)(F)(F)F.CCN(C(C)C)C(C)C, predict the reaction product. (2) Given the reactants [NH2:1][CH2:2][C:3]([O:5][C@H:6]([C:17]1[CH:22]=[CH:21][C:20]([O:23][CH:24]([F:26])[F:25])=[C:19]([O:27][CH2:28][CH:29]2[CH2:31][CH2:30]2)[CH:18]=1)[CH2:7][C:8]1[C:13]([Cl:14])=[CH:12][N+:11]([O-:15])=[CH:10][C:9]=1[Cl:16])=[O:4].Cl[S:33]([C:36]1[CH:44]=[CH:43][C:39]([C:40]([OH:42])=[O:41])=[CH:38][CH:37]=1)(=[O:35])=[O:34], predict the reaction product. The product is: [C:40]([C:39]1[CH:38]=[CH:37][C:36]([S:33]([NH:1][CH2:2][C:3]([O:5][C@H:6]([C:17]2[CH:22]=[CH:21][C:20]([O:23][CH:24]([F:26])[F:25])=[C:19]([O:27][CH2:28][CH:29]3[CH2:31][CH2:30]3)[CH:18]=2)[CH2:7][C:8]2[C:13]([Cl:14])=[CH:12][N+:11]([O-:15])=[CH:10][C:9]=2[Cl:16])=[O:4])(=[O:35])=[O:34])=[CH:44][CH:43]=1)([OH:42])=[O:41]. (3) Given the reactants [S:1]1[CH:5]=[CH:4][N:3]=[C:2]1[NH:6][C:7]([C:9]1[CH:10]=[CH:11][C:12]2[NH:13][C:14]3[C:15](=O)[CH2:16][CH2:17][C:18]([CH3:23])([CH3:22])[C:19]=3[C:20]=2[CH:21]=1)=[O:8].O.[NH2:26][NH2:27].[O-]S([O-])(=O)=O.[Mg+2], predict the reaction product. The product is: [S:1]1[CH:5]=[CH:4][N:3]=[C:2]1[NH:6][C:7]([C:9]1[CH:10]=[CH:11][C:12]2[NH:13][C:14]3[C:15](=[N:26][NH2:27])[CH2:16][CH2:17][C:18]([CH3:23])([CH3:22])[C:19]=3[C:20]=2[CH:21]=1)=[O:8]. (4) The product is: [CH2:8]([NH:12][C:13]1[N:21]=[C:20]2[C:16]([N:17]=[C:18]([O:22][CH3:23])[N:19]2[CH2:26][CH2:27][CH2:28][CH2:29][CH:30]2[CH2:35][CH2:34][O:33][CH2:32][CH2:31]2)=[C:15]([NH2:24])[N:14]=1)[CH2:9][CH2:10][CH3:11]. Given the reactants FC(F)(F)C(O)=O.[CH2:8]([NH:12][C:13]1[NH:21][C:20]2[C:16]([N:17]=[C:18]([O:22][CH3:23])[N:19]=2)=[C:15]([NH2:24])[N:14]=1)[CH2:9][CH2:10][CH3:11].Br[CH2:26][CH2:27][CH2:28][CH2:29][CH:30]1[CH2:35][CH2:34][O:33][CH2:32][CH2:31]1, predict the reaction product. (5) Given the reactants [CH:1]([C:4]1[CH:10]=[CH:9][C:7]([NH2:8])=[CH:6][CH:5]=1)([CH3:3])[CH3:2].C(OC(=O)C)(=O)C.[Br:18]Br.Cl.[OH-].[K+], predict the reaction product. The product is: [Br:18][C:6]1[CH:5]=[C:4]([CH:1]([CH3:3])[CH3:2])[CH:10]=[CH:9][C:7]=1[NH2:8]. (6) The product is: [C:8]([O:12][C:13]([N:15]1[CH2:20][CH2:19][N:18]([C:21]([CH:23]2[CH2:28][CH2:27][CH2:26][CH2:25][NH:24]2)=[O:22])[CH2:17][CH2:16]1)=[O:14])([CH3:11])([CH3:9])[CH3:10]. Given the reactants C1CCC=CC=1.O.[C:8]([O:12][C:13]([N:15]1[CH2:20][CH2:19][N:18]([C:21]([CH:23]2[CH2:28][CH2:27][CH2:26][CH2:25][N:24]2C(OCC2C=CC=CC=2)=O)=[O:22])[CH2:17][CH2:16]1)=[O:14])([CH3:11])([CH3:10])[CH3:9], predict the reaction product.